Binary Classification. Given a miRNA mature sequence and a target amino acid sequence, predict their likelihood of interaction. From a dataset of Experimentally validated miRNA-target interactions with 360,000+ pairs, plus equal number of negative samples. (1) The miRNA is cel-miR-259-5p with sequence AAAUCUCAUCCUAAUCUGGUAGCA. The protein sequence of the target gene is MVRKPVVATISKGGYLQGNMSGRLPSMGDQEPPGQEKVVLKKKITLLRGVSIIIGTVIGSGIFISPKGILQNTGSVGMSLVFWSACGVLSLFGALSYAELGTSIKKSGGHYTYILEVFGPLLAFVRVWVELLVIRPGATAVISLAFGRYILEPFFIQCEIPELAIKLVTAVGITVVMVLNSTSVSWSARIQIFLTFCKLTAILIIIVPGVIQLIKGQTHHFKDAFSGRDTSLMGLPLAFYYGMYAYAGWFYLNFITEEVDNPEKTIPLAICISMAIITVGYVLTNVAYFTTISAEELLQS.... Result: 0 (no interaction). (2) The miRNA is hsa-miR-383-3p with sequence ACAGCACUGCCUGGUCAGA. The protein sequence of the target gene is MRPGAPGPLWPLPWGALAWAVGFVSSMGSGNPAPGGVCWLQQGQEATCSLVLQTDVTRAECCASGNIDTAWSNLTHPGNKINLLGFLGLVHCLPCKDSCDGVECGPGKACRMLGGRPRCECAPDCSGLPARLQVCGSDGATYRDECELRAARCRGHPDLSVMYRGRCRKSCEHVVCPRPQSCVVDQTGSAHCVVCRAAPCPVPSSPGQELCGNNNVTYISSCHMRQATCFLGRSIGVRHAGSCAGTPEEPPGGESAEEEENFV. Result: 1 (interaction). (3) The miRNA is hsa-miR-92b-5p with sequence AGGGACGGGACGCGGUGCAGUG. The protein sequence of the target gene is MTLILTSLLFFGLSLGPRTRVQAENLPKPILWAEPGPVITWHNPVTIWCQGTLEAQGYRLDKEGNSMSRHILKTLESENKVKLSIPSMMWEHAGRYHCYYQSPAGWSEPSDPLELVVTAYSRPTLSALPSPVVTSGVNVTLRCASRLGLGRFTLIEEGDHRLSWTLNSHQHNHGKFQALFPMGPLTFSNRGTFRCYGYENNTPYVWSEPSDPLQLLVSGVSRKPSLLTLQGPVVTPGENLTLQCGSDVGYIRYTLYKEGADGLPQRPGRQPQAGLSQANFTLSPVSRSYGGQYRCYGAHN.... Result: 0 (no interaction). (4) The miRNA is mmu-miR-466e-5p with sequence GAUGUGUGUGUACAUGUACAUA. The protein sequence of the target gene is MACGFRRAIACQLSRVLNLPPENLITSISAVPISQKEEVADFQLSVDSLLEKDNDHSRPDIQVQAKRLAEKLRCDTVVSEISTGQRTVNFKINRELLTKTVLQQVIEDGSKYGLKSELFSGLPQKKIVVEFSSPNVAKKFHVGHLRSTIIGNFIANLKEALGHQVIRINYLGDWGMQFGLLGTGFQLFGYEEKLQSNPLQHLFEVYVQVNKEAADDKSVAKAAQEFFQRLELGDVQALSLWQKFRDLSIEEYIRVYKRLGVYFDEYSGESFYREKSQEVLKLLESKGLLLKTIKGTAVVD.... Result: 0 (no interaction). (5) The miRNA is hsa-miR-6716-3p with sequence UCCGAACUCUCCAUUCCUCUGC. The protein sequence of the target gene is MPSQMEHAMETMMLTFHRFAGDKDHLTKEDLRVLMEREFPGFLENQKDPLAVDKIMKDLDQCRDGKVGFQSFLSLVAGLTIACNDYFVVNMKQKGKK. Result: 0 (no interaction). (6) The miRNA is hsa-miR-450b-3p with sequence UUGGGAUCAUUUUGCAUCCAUA. The protein sequence of the target gene is MYAAGSRGHSPAFLQPQNGNGHRSPGYVPGKVVPLRPAPPPKNHASAKLTSRSQDAPATFAFSPEEQRTPSESRKRKRHKNTFICFAITSFSFFVALAVILGISSKYAPDENCPDQNPRLRNWDPGQDSAKHIVIKEGDLFRLTSDATVDSIVIQDGGLLVFGDDKDGSKNITLRTRYILIQDGGALHIGAEKCRYRSKATITLYGKSDERESMPIFGKKFIGVEAGGTLELHGAQRTSWTMLARTLHSSGLPFGSYAFEKDFSRGLNVRVIDQDTARVLENEKFDTHEYHNESRRLQEF.... Result: 0 (no interaction). (7) The miRNA is hsa-miR-26b-5p with sequence UUCAAGUAAUUCAGGAUAGGU. The protein sequence of the target gene is MAANVFPFRDARAAPDPVLEAGPVAHGPLPVPLVLDNGSFQVRAGWACPGQDPGPEPRLQFRAVCARGRGGARGASGPQVGNALGSLEPLRWMLRSPFDRNVPVNLELQELLLDYSFQHLGVSSQGCVDHPIVLTEAVCNPLYSRQMMSELLFECYGIPKVAYGIDSLFSFYHNKPKNSMCSGLIISSGYQCTHVLPILEGRLDAKNCKRINLGGSQAAGYLQRLLQLKYPGHLAAITLSRMEEILHEHSYIAEDYVEELHKWRCPDYYENNVHKMQLPFSSKLLGSTLTSEEKQERRQQ.... Result: 1 (interaction). (8) The miRNA is hsa-miR-16-5p with sequence UAGCAGCACGUAAAUAUUGGCG. The protein sequence of the target gene is MRGKTFRFEMQRDLVSFPLSPAVRVKLVSAGFQTAEELLEVKPSELSKEVGISKAEALETLQIIRRECLTNKPRYAGTSESHKKCTALELLEQEHTQGFIITFCSALDDILGGGVPLMKTTEICGAPGVGKTQLCMQLAVDVQIPECFGGVAGEAVFIDTEGSFMVDRVVDLATACIQHLQLIAEKHKGEEHRKALEDFTLDNILSHIYYFRCRDYTELLAQVYLLPDFLSEHSKVRLVIVDGIAFPFRHDLDDLSLRTRLLNGLAQQMISLANNHRLAVILTNQMTTKIDRNQALLVPA.... Result: 1 (interaction).